From a dataset of Catalyst prediction with 721,799 reactions and 888 catalyst types from USPTO. Predict which catalyst facilitates the given reaction. (1) Reactant: CCN(C(C)C)C(C)C.CN(C(ON1N=NC2C=CC=NC1=2)=[N+](C)C)C.F[P-](F)(F)(F)(F)F.[F:34][C:35]1[CH:40]=[CH:39][C:38]([C:41]2[O:59][C:44]3=[N:45][CH:46]=[C:47]([C:49]4[CH:50]=[C:51]([CH:55]=[CH:56][C:57]=4[CH3:58])[C:52]([OH:54])=O)[CH:48]=[C:43]3[C:42]=2[C:60]([O:62][CH3:63])=[O:61])=[CH:37][CH:36]=1.Cl.Cl.[N:66]1[CH:71]=[CH:70][CH:69]=[CH:68][C:67]=1[C:72]1([NH2:75])[CH2:74][CH2:73]1. Product: [F:34][C:35]1[CH:40]=[CH:39][C:38]([C:41]2[O:59][C:44]3=[N:45][CH:46]=[C:47]([C:49]4[CH:50]=[C:51]([C:52](=[O:54])[NH:75][C:72]5([C:67]6[CH:68]=[CH:69][CH:70]=[CH:71][N:66]=6)[CH2:74][CH2:73]5)[CH:55]=[CH:56][C:57]=4[CH3:58])[CH:48]=[C:43]3[C:42]=2[C:60]([O:62][CH3:63])=[O:61])=[CH:37][CH:36]=1. The catalyst class is: 39. (2) Reactant: C[O:2][C:3](=[O:24])[CH2:4][N:5]1[C:9](=[O:10])[N:8](/[CH:11]=[CH:12]/[C:13]([F:16])([F:15])[F:14])[C:7]([C:17]2[CH:22]=[CH:21][C:20]([Cl:23])=[CH:19][CH:18]=2)=[N:6]1.[OH-].[Li+].Cl. Product: [Cl:23][C:20]1[CH:21]=[CH:22][C:17]([C:7]2[N:8](/[CH:11]=[CH:12]/[C:13]([F:15])([F:14])[F:16])[C:9](=[O:10])[N:5]([CH2:4][C:3]([OH:24])=[O:2])[N:6]=2)=[CH:18][CH:19]=1. The catalyst class is: 816.